Dataset: Full USPTO retrosynthesis dataset with 1.9M reactions from patents (1976-2016). Task: Predict the reactants needed to synthesize the given product. The reactants are: [F:1][C:2]1[CH:3]=[CH:4][C:5]2[N:11]([CH3:12])[C:10](=[O:13])[CH:9]([NH:14]C(=O)OCC3C=CC=CC=3)[N:8]=[C:7]([CH2:25][C:26]3[CH:31]=[CH:30][C:29]([O:32][C:33]([F:36])([F:35])[F:34])=[CH:28][CH:27]=3)[C:6]=2[CH:37]=1. Given the product [NH2:14][CH:9]1[N:8]=[C:7]([CH2:25][C:26]2[CH:27]=[CH:28][C:29]([O:32][C:33]([F:34])([F:35])[F:36])=[CH:30][CH:31]=2)[C:6]2[CH:37]=[C:2]([F:1])[CH:3]=[CH:4][C:5]=2[N:11]([CH3:12])[C:10]1=[O:13], predict the reactants needed to synthesize it.